Dataset: NCI-60 drug combinations with 297,098 pairs across 59 cell lines. Task: Regression. Given two drug SMILES strings and cell line genomic features, predict the synergy score measuring deviation from expected non-interaction effect. (1) Drug 1: CC(CN1CC(=O)NC(=O)C1)N2CC(=O)NC(=O)C2. Drug 2: C#CCC(CC1=CN=C2C(=N1)C(=NC(=N2)N)N)C3=CC=C(C=C3)C(=O)NC(CCC(=O)O)C(=O)O. Cell line: NCIH23. Synergy scores: CSS=3.61, Synergy_ZIP=-4.32, Synergy_Bliss=-3.85, Synergy_Loewe=-5.68, Synergy_HSA=-5.48. (2) Drug 1: C1=NC2=C(N=C(N=C2N1C3C(C(C(O3)CO)O)O)F)N. Drug 2: CN(C(=O)NC(C=O)C(C(C(CO)O)O)O)N=O. Cell line: SNB-19. Synergy scores: CSS=13.5, Synergy_ZIP=-7.24, Synergy_Bliss=-5.36, Synergy_Loewe=-22.4, Synergy_HSA=-5.64. (3) Drug 1: CC1=C(C(CCC1)(C)C)C=CC(=CC=CC(=CC(=O)O)C)C. Drug 2: C1CC(=O)NC(=O)C1N2C(=O)C3=CC=CC=C3C2=O. Cell line: MDA-MB-231. Synergy scores: CSS=-4.86, Synergy_ZIP=3.90, Synergy_Bliss=3.63, Synergy_Loewe=-3.67, Synergy_HSA=-3.30.